Dataset: Catalyst prediction with 721,799 reactions and 888 catalyst types from USPTO. Task: Predict which catalyst facilitates the given reaction. (1) Reactant: [CH3:1][C:2]1[CH:7]=[CH:6][C:5]([C:8]2[C:9]([C:15]([NH:17][C:18]3[CH:19]=[C:20]4[C:24](=[CH:25][CH:26]=3)[N:23]([C:27](=[O:35])[CH2:28][C:29]3[CH:34]=[CH:33][CH:32]=[CH:31][N:30]=3)[CH2:22][CH2:21]4)=[O:16])=[CH:10][CH:11]=[C:12]([CH3:14])[CH:13]=2)=[CH:4][CH:3]=1.[CH3:36][S:37]([OH:40])(=[O:39])=[O:38].C(OC(C)C)(C)C. Product: [CH3:36][S:37]([OH:40])(=[O:39])=[O:38].[CH3:1][C:2]1[CH:3]=[CH:4][C:5]([C:8]2[C:9]([C:15]([NH:17][C:18]3[CH:19]=[C:20]4[C:24](=[CH:25][CH:26]=3)[N:23]([C:27](=[O:35])[CH2:28][C:29]3[CH:34]=[CH:33][CH:32]=[CH:31][N:30]=3)[CH2:22][CH2:21]4)=[O:16])=[CH:10][CH:11]=[C:12]([CH3:14])[CH:13]=2)=[CH:6][CH:7]=1. The catalyst class is: 111. (2) Reactant: N[C:2]1[CH:30]=[CH:29][C:28](OC(F)(F)F)=[CH:27][C:3]=1[C:4](NCC(N[C@@H]1CCN(CC2C3C(=CC(C)=CC=3)NC=2)C1)=O)=[O:5].C(O)C. Product: [CH2:4]([OH:5])[CH3:3].[CH3:29][CH2:30][CH2:2][CH2:3][CH2:27][CH3:28]. The catalyst class is: 81. (3) Reactant: Br[CH2:2][C:3]1[C:8]([Cl:9])=[CH:7][CH:6]=[CH:5][C:4]=1[N:10]1[C:14](=[O:15])[N:13]([CH3:16])[N:12]=[N:11]1.[Cl:17][C:18]1[CH:23]=[CH:22][C:21]([N:24]2[CH:28]=[CH:27][C:26]([OH:29])=[N:25]2)=[CH:20][CH:19]=1.C(=O)([O-])[O-].[K+].[K+].C(#N)C. Product: [Cl:17][C:18]1[CH:19]=[CH:20][C:21]([N:24]2[CH:28]=[CH:27][C:26]([O:29][CH2:2][C:3]3[C:8]([Cl:9])=[CH:7][CH:6]=[CH:5][C:4]=3[N:10]3[C:14](=[O:15])[N:13]([CH3:16])[N:12]=[N:11]3)=[N:25]2)=[CH:22][CH:23]=1. The catalyst class is: 6.